From a dataset of Catalyst prediction with 721,799 reactions and 888 catalyst types from USPTO. Predict which catalyst facilitates the given reaction. (1) Reactant: Cl.[CH3:2][NH:3][O:4][CH3:5].[CH2:6]([O:13][C:14]1[C:22]([Br:23])=[CH:21][C:17]([C:18](Cl)=[O:19])=[C:16](C)[CH:15]=1)[C:7]1[CH:12]=[CH:11][CH:10]=[CH:9][CH:8]=1.O. Product: [CH2:6]([O:13][C:14]1[C:22]([Br:23])=[CH:21][C:17]([C:18]([N:3]([O:4][CH3:5])[CH3:2])=[O:19])=[CH:16][CH:15]=1)[C:7]1[CH:8]=[CH:9][CH:10]=[CH:11][CH:12]=1. The catalyst class is: 22. (2) Reactant: [Cl:1][C:2]1[N:7]=[C:6](OC)[N:5]=[C:4]([NH:10][C:11]2[CH:16]=[CH:15][C:14]([N:17]3[CH:21]=[C:20]([CH3:22])[N:19]=[CH:18]3)=[C:13]([O:23][CH3:24])[CH:12]=2)[N:3]=1.[CH2:25]([N:27](CC)CC)C.Cl[C:33]1N=C(Cl)N=C(N(C)C)N=1. Product: [Cl:1][C:2]1[N:3]=[C:4]([N:10]([C:11]2[CH:16]=[CH:15][C:14]([N:17]3[CH:21]=[C:20]([CH3:22])[N:19]=[CH:18]3)=[C:13]([O:23][CH3:24])[CH:12]=2)[CH3:33])[N:5]=[C:6]([NH:27][CH3:25])[N:7]=1. The catalyst class is: 5. (3) Reactant: [C:1]1([C:7]#[C:8][C:9]([O:11][CH2:12][CH3:13])=[O:10])[CH:6]=[CH:5][CH:4]=[CH:3][CH:2]=1.CO[CH2:16][N:17]([CH2:23][C:24]1[CH:29]=[CH:28][CH:27]=[CH:26][CH:25]=1)[CH2:18][Si](C)(C)C.FC(F)(F)C(O)=O. Product: [CH2:12]([O:11][C:9]([C:8]1[CH2:16][N:17]([CH2:23][C:24]2[CH:29]=[CH:28][CH:27]=[CH:26][CH:25]=2)[CH2:18][C:7]=1[C:1]1[CH:6]=[CH:5][CH:4]=[CH:3][CH:2]=1)=[O:10])[CH3:13]. The catalyst class is: 4. (4) Reactant: Br[C:2]1[C:11]2[C:6](=[CH:7][N:8]=[CH:9][CH:10]=2)[C:5](=[O:12])[N:4]([CH3:13])[CH:3]=1.[CH3:14][S:15]([NH:18][C:19]1[CH:20]=[C:21](B(O)O)[CH:22]=[CH:23][CH:24]=1)(=[O:17])=[O:16].[O-]P([O-])([O-])=O.[K+].[K+].[K+]. Product: [CH3:13][N:4]1[CH:3]=[C:2]([C:23]2[CH:24]=[C:19]([NH:18][S:15]([CH3:14])(=[O:16])=[O:17])[CH:20]=[CH:21][CH:22]=2)[C:11]2[C:6](=[CH:7][N:8]=[CH:9][CH:10]=2)[C:5]1=[O:12]. The catalyst class is: 75. (5) Reactant: C(OC([N:8]1[CH2:13][CH2:12][C:11]([O:20][CH3:21])([C:14]2[CH:19]=[CH:18][CH:17]=[CH:16][CH:15]=2)[CH2:10][CH2:9]1)=O)(C)(C)C. Product: [CH3:21][O:20][C:11]1([C:14]2[CH:19]=[CH:18][CH:17]=[CH:16][CH:15]=2)[CH2:10][CH2:9][NH:8][CH2:13][CH2:12]1. The catalyst class is: 89. (6) Reactant: [CH3:1][O:2][C:3]1[CH:14]=[CH:13][C:6]([C:7](N(OC)C)=[O:8])=[CH:5][C:4]=1[CH3:15].[CH2:16]([Mg]Br)[CH3:17].[Cl-].[NH4+]. Product: [CH3:1][O:2][C:3]1[CH:14]=[CH:13][C:6]([C:7](=[O:8])[CH2:16][CH3:17])=[CH:5][C:4]=1[CH3:15]. The catalyst class is: 7. (7) Reactant: [CH2:1]([O:3][C:4]([C:6]1([NH:15][C:16](=[O:25])[C:17]2[CH:22]=[CH:21][CH:20]=[C:19]([CH3:23])[C:18]=2I)[CH2:14][C:13]2[C:8](=[CH:9][CH:10]=[CH:11][CH:12]=2)[CH2:7]1)=[O:5])[CH3:2].[CH3:26][O:27][CH2:28][CH:29]=[CH:30]B(O)O.C([O-])([O-])=O.[K+].[K+]. Product: [CH2:1]([O:3][C:4]([C:6]1([NH:15][C:16](=[O:25])[C:17]2[CH:22]=[CH:21][CH:20]=[C:19]([CH3:23])[C:18]=2[CH:30]=[CH:29][CH2:28][O:27][CH3:26])[CH2:14][C:13]2[C:8](=[CH:9][CH:10]=[CH:11][CH:12]=2)[CH2:7]1)=[O:5])[CH3:2]. The catalyst class is: 50.